Dataset: Full USPTO retrosynthesis dataset with 1.9M reactions from patents (1976-2016). Task: Predict the reactants needed to synthesize the given product. (1) Given the product [NH2:18][CH2:17][CH2:16][C:15]1[C:10]([N:9]([CH3:8])[CH3:25])=[N:11][C:12]([C:21]([F:22])([F:23])[F:24])=[CH:13][CH:14]=1, predict the reactants needed to synthesize it. The reactants are: [Li+].[BH4-].Cl[Si](C)(C)C.[CH3:8][N:9]([CH3:25])[C:10]1[C:15](/[CH:16]=[CH:17]/[N+:18]([O-])=O)=[CH:14][CH:13]=[C:12]([C:21]([F:24])([F:23])[F:22])[N:11]=1. (2) Given the product [CH2:1]([NH:4][C:25]([C:14]1[N:15]([CH3:24])[C:16]([C:17]2[CH:22]=[CH:21][C:20]([CH3:23])=[CH:19][CH:18]=2)=[C:12]([C:9]2[CH:8]=[CH:7][C:6]([CH3:5])=[CH:11][CH:10]=2)[N:13]=1)=[O:26])[CH2:2][CH3:3], predict the reactants needed to synthesize it. The reactants are: [CH2:1]([NH2:4])[CH2:2][CH3:3].[CH3:5][C:6]1[CH:11]=[CH:10][C:9]([C:12]2[N:13]=[C:14]([C:25](O)=[O:26])[N:15]([CH3:24])[C:16]=2[C:17]2[CH:22]=[CH:21][C:20]([CH3:23])=[CH:19][CH:18]=2)=[CH:8][CH:7]=1. (3) Given the product [F:55][CH:53]([F:54])[C:43]1[C:44]2[C:45](=[O:52])[CH2:46][CH2:47][C:48]([F:51])([F:50])[C:49]=2[N:41]([CH2:37][C:38]([NH:8][C@H:9]([C:19]2[C:24]([C:25]3[CH:26]=[CH:27][C:28]([F:34])=[C:29]([CH:33]=3)[C:30]([NH2:32])=[O:31])=[CH:23][CH:22]=[CH:21][N:20]=2)[CH2:10][C:11]2[CH:12]=[C:13]([F:18])[CH:14]=[C:15]([F:17])[CH:16]=2)=[O:39])[N:42]=1, predict the reactants needed to synthesize it. The reactants are: FC(F)(F)C(O)=O.[NH2:8][C@H:9]([C:19]1[C:24]([C:25]2[CH:26]=[CH:27][C:28]([F:34])=[C:29]([CH:33]=2)[C:30]([NH2:32])=[O:31])=[CH:23][CH:22]=[CH:21][N:20]=1)[CH2:10][C:11]1[CH:16]=[C:15]([F:17])[CH:14]=[C:13]([F:18])[CH:12]=1.C([CH:37]([N:41]1[C:49]2[C:48]([F:51])([F:50])[CH2:47][CH2:46][C:45](=[O:52])[C:44]=2[C:43]([CH:53]([F:55])[F:54])=[N:42]1)[C:38](O)=[O:39])C. (4) Given the product [O:25]1[CH2:2][CH:1]1[C@H:3]1[CH2:4][CH2:5][C@H:6]([NH:9][C:10](=[O:16])[O:11][C:12]([CH3:15])([CH3:14])[CH3:13])[CH2:7][CH2:8]1, predict the reactants needed to synthesize it. The reactants are: [CH:1]([C@H:3]1[CH2:8][CH2:7][C@H:6]([NH:9][C:10](=[O:16])[O:11][C:12]([CH3:15])([CH3:14])[CH3:13])[CH2:5][CH2:4]1)=[CH2:2].C1C=C(Cl)C=C(C(OO)=[O:25])C=1. (5) Given the product [CH3:1][O:2][C:3]1[CH:4]=[C:5]([N:12]2[CH2:17][CH2:16][CH:15]([N:18]3[CH2:19][CH2:20][N:21]([CH3:24])[CH2:22][CH2:23]3)[CH2:14][CH2:13]2)[CH:6]=[CH:7][C:8]=1[NH2:9], predict the reactants needed to synthesize it. The reactants are: [CH3:1][O:2][C:3]1[CH:4]=[C:5]([N:12]2[CH2:17][CH2:16][CH:15]([N:18]3[CH2:23][CH2:22][N:21]([CH3:24])[CH2:20][CH2:19]3)[CH2:14][CH2:13]2)[CH:6]=[CH:7][C:8]=1[N+:9]([O-])=O.